From a dataset of Forward reaction prediction with 1.9M reactions from USPTO patents (1976-2016). Predict the product of the given reaction. (1) Given the reactants [NH2:1][C:2]1[C:10]([F:11])=[C:9]([Br:12])[CH:8]=[CH:7][C:3]=1[C:4]([OH:6])=[O:5].C1C(=O)N([Cl:20])C(=O)C1, predict the reaction product. The product is: [NH2:1][C:2]1[C:10]([F:11])=[C:9]([Br:12])[C:8]([Cl:20])=[CH:7][C:3]=1[C:4]([OH:6])=[O:5]. (2) Given the reactants [C:1]([O:5][C:6](=[O:21])[CH2:7][O:8][CH2:9][CH2:10][O:11][CH2:12][CH2:13][O:14][CH2:15][CH2:16][O:17][CH2:18][CH2:19][OH:20])([CH3:4])([CH3:3])[CH3:2].C(N(CC)CC)C.[CH3:29][S:30](Cl)(=[O:32])=[O:31], predict the reaction product. The product is: [C:1]([O:5][C:6](=[O:21])[CH2:7][O:8][CH2:9][CH2:10][O:11][CH2:12][CH2:13][O:14][CH2:15][CH2:16][O:17][CH2:18][CH2:19][O:20][S:30]([CH3:29])(=[O:32])=[O:31])([CH3:4])([CH3:2])[CH3:3].